From a dataset of Full USPTO retrosynthesis dataset with 1.9M reactions from patents (1976-2016). Predict the reactants needed to synthesize the given product. (1) Given the product [CH2:26]([O:33][C:34]([NH:36][C@H:37]1[CH2:41][CH2:40][N:39]([C:42]([O:44][CH2:45][CH3:46])=[O:43])[CH2:38]1)=[O:35])[C:27]1[CH:32]=[CH:31][CH:30]=[CH:29][CH:28]=1.[NH2:36][C@H:37]1[CH2:41][CH2:40][N:39]([C:42]([O:44][CH2:45][CH3:46])=[O:43])[CH2:38]1, predict the reactants needed to synthesize it. The reactants are: C(OC(N[C@H]1CCN(C([O-])=O)C1)=O)C1C=CC=CC=1.C(OC(Cl)=O)C.[CH2:26]([O:33][C:34]([NH:36][C@H:37]1[CH2:41][CH2:40][N:39]([C:42]([O:44][CH2:45][CH3:46])=[O:43])[CH2:38]1)=[O:35])[C:27]1[CH:32]=[CH:31][CH:30]=[CH:29][CH:28]=1. (2) Given the product [O:1]1[C:6]2[CH:7]=[CH:8][C:9]([NH:11][C:12]3[O:31][C:15]([C:17]4[CH:22]=[C:21]([CH3:23])[C:20]([NH2:24])=[C:19]([CH3:25])[C:18]=4[NH2:26])=[N:14][N:13]=3)=[CH:10][C:5]=2[O:4][CH2:3][CH2:2]1, predict the reactants needed to synthesize it. The reactants are: [O:1]1[C:6]2[CH:7]=[CH:8][C:9]([NH:11][C:12]3N[C:15]([C:17]4[CH:22]=[C:21]([CH3:23])[C:20]([NH2:24])=[C:19]([CH3:25])[C:18]=4[N+:26]([O-])=O)=[N:14][N:13]=3)=[CH:10][C:5]=2[O:4][CH2:3][CH2:2]1.C([OH:31])C. (3) Given the product [C:33]([O:32][C:30]([N:27]1[CH2:28][CH2:29][C:24]([C:8]2([C:6]3[CH:7]=[C:2]([Br:1])[CH:3]=[CH:4][C:5]=3[F:14])[S:9][CH2:10][CH2:11][CH2:12][S:13]2)([OH:23])[CH2:25][CH2:26]1)=[O:31])([CH3:36])([CH3:34])[CH3:35], predict the reactants needed to synthesize it. The reactants are: [Br:1][C:2]1[CH:3]=[CH:4][C:5]([F:14])=[C:6]([CH:8]2[S:13][CH2:12][CH2:11][CH2:10][S:9]2)[CH:7]=1.[Li+].CC([N-]C(C)C)C.[O:23]=[C:24]1[CH2:29][CH2:28][N:27]([C:30]([O:32][C:33]([CH3:36])([CH3:35])[CH3:34])=[O:31])[CH2:26][CH2:25]1.[NH4+].[Cl-]. (4) Given the product [NH2:1][C:4]1[CH:5]=[CH:6][C:7]([CH2:8][NH:9][C:10](=[O:12])[CH3:11])=[CH:13][CH:14]=1, predict the reactants needed to synthesize it. The reactants are: [N+:1]([C:4]1[CH:14]=[CH:13][C:7]([CH2:8][NH:9][C:10](=[O:12])[CH3:11])=[CH:6][CH:5]=1)([O-])=O.[H][H]. (5) Given the product [F:13][C:14]1[C:19]([F:20])=[CH:18][CH:17]=[CH:16][C:15]=1[CH2:21][O:22][C:2]1[CH:3]=[C:4]2[N:11]([CH3:12])[CH2:10][CH2:9][N:5]2[C:6](=[O:8])[N:7]=1, predict the reactants needed to synthesize it. The reactants are: Cl[C:2]1[CH:3]=[C:4]2[N:11]([CH3:12])[CH2:10][CH2:9][N:5]2[C:6](=[O:8])[N:7]=1.[F:13][C:14]1[C:19]([F:20])=[CH:18][CH:17]=[CH:16][C:15]=1[CH2:21][OH:22]. (6) Given the product [Br:12][C:11]1[C:7]([C:13]([OH:15])=[O:14])=[CH:8][S:9][CH:10]=1, predict the reactants needed to synthesize it. The reactants are: C([Li])CCC.Br[C:7]1[C:11]([Br:12])=[CH:10][S:9][CH:8]=1.[C:13](=[O:15])=[O:14].[OH-].[Na+]. (7) Given the product [I:21][C:14]1[CH:19]=[C:18]([C:3]2[CH:4]=[CH:5][C:6]([O:8][CH3:9])=[CH:7][C:2]=2[F:1])[N:17]=[CH:16][N:15]=1, predict the reactants needed to synthesize it. The reactants are: [F:1][C:2]1[CH:7]=[C:6]([O:8][CH3:9])[CH:5]=[CH:4][C:3]=1B(O)O.Cl[C:14]1[CH:19]=[C:18](Cl)[N:17]=[CH:16][N:15]=1.[IH:21]. (8) Given the product [Si:32]([O:39][CH2:40][CH2:41][N:42]([CH:43]([CH3:45])[CH3:44])[C:29]([C:10]1[C:9]([O:8][CH2:1][C:2]2[CH:7]=[CH:6][CH:5]=[CH:4][CH:3]=2)=[C:14]([OH:15])[N:13]=[C:12]([CH2:16][C:17]2([C:23]3[CH:28]=[CH:27][CH:26]=[CH:25][CH:24]=3)[CH2:22][CH2:21][CH2:20][CH2:19][CH2:18]2)[N:11]=1)=[O:30])([C:35]([CH3:38])([CH3:37])[CH3:36])([CH3:34])[CH3:33], predict the reactants needed to synthesize it. The reactants are: [CH2:1]([O:8][C:9]1[C:10]([C:29](O)=[O:30])=[N:11][C:12]([CH2:16][C:17]2([C:23]3[CH:28]=[CH:27][CH:26]=[CH:25][CH:24]=3)[CH2:22][CH2:21][CH2:20][CH2:19][CH2:18]2)=[N:13][C:14]=1[OH:15])[C:2]1[CH:7]=[CH:6][CH:5]=[CH:4][CH:3]=1.[Si:32]([O:39][CH2:40][CH2:41][NH:42][CH:43]([CH3:45])[CH3:44])([C:35]([CH3:38])([CH3:37])[CH3:36])([CH3:34])[CH3:33].CCCP(=O)=O.C(N(C(C)C)CC)(C)C. (9) Given the product [OH:8][C:9]1[CH:10]=[C:11]2[C:16](=[CH:17][C:18]=1[O:19][CH3:20])[N:15]=[N:14][CH:13]=[C:12]2[N:21]1[CH2:26][CH2:25][O:24][CH:23]([C:27]2[CH:32]=[CH:31][C:30]([O:33][CH3:34])=[CH:29][CH:28]=2)[CH2:22]1, predict the reactants needed to synthesize it. The reactants are: C([O:8][C:9]1[CH:10]=[C:11]2[C:16](=[CH:17][C:18]=1[O:19][CH3:20])[N:15]=[N:14][CH:13]=[C:12]2[N:21]1[CH2:26][CH2:25][O:24][CH:23]([C:27]2[CH:32]=[CH:31][C:30]([O:33][CH3:34])=[CH:29][CH:28]=2)[CH2:22]1)C1C=CC=CC=1.FC(F)(F)C(O)=O.C1(OC)C=CC=CC=1.